Dataset: Reaction yield outcomes from USPTO patents with 853,638 reactions. Task: Predict the reaction yield, written as a fraction of the theoretical maximum amount of product (1.0 means a 100% yield; for example, 0.34 means a 34% yield). (1) The reactants are [CH2:1]([Si:11]([Cl:14])([Cl:13])Cl)[CH2:2][CH2:3][CH2:4][CH2:5][CH2:6][CH2:7][CH2:8][CH2:9][CH3:10].[CH2:15]([Mg]Br)[CH2:16][CH2:17][CH2:18][CH2:19][CH2:20][CH2:21][CH2:22][CH2:23][CH3:24]. The catalyst is O1CCCC1. The product is [Cl:14][Si:11]([Cl:13])([CH2:1][CH2:2][CH2:3][CH2:4][CH2:5][CH2:6][CH2:7][CH2:8][CH2:9][CH3:10])[CH2:15][CH2:16][CH2:17][CH2:18][CH2:19][CH2:20][CH2:21][CH2:22][CH2:23][CH3:24]. The yield is 0.650. (2) The catalyst is C(Cl)Cl. The reactants are S1[C:5]([CH:6]=O)=[CH:4][N:3]=[CH:2]1.[NH:8]1[CH:12]=[CH:11][CH:10]=[CH:9]1.[C:13](O)(C(F)(F)F)=O. The product is [CH:6]1[CH:5]=[C:4]([CH2:13][C:12]2[NH:8][CH:9]=[CH:10][CH:11]=2)[NH:3][CH:2]=1. The yield is 0.520. (3) The reactants are [CH2:1]([O:3][CH:4]([O:7][CH2:8][CH3:9])[CH2:5][NH2:6])[CH3:2].[N:10]#[C:11]Br. The catalyst is CCOCC.CCCCCC. The product is [CH2:1]([O:3][CH:4]([O:7][CH2:8][CH3:9])[CH2:5][N:6]=[C:11]=[NH:10])[CH3:2]. The yield is 0.450. (4) The reactants are [F:1][C:2]1[CH:3]=[C:4](B(O)O)[CH:5]=[CH:6][CH:7]=1.C([O-])([O-])=O.[K+].[K+].Cl[C:18]1[CH:26]=[CH:25][C:21]([C:22]([OH:24])=[O:23])=[CH:20][N:19]=1. The catalyst is O.C1(C)C=CC=CC=1.C1C=CC([P]([Pd]([P](C2C=CC=CC=2)(C2C=CC=CC=2)C2C=CC=CC=2)([P](C2C=CC=CC=2)(C2C=CC=CC=2)C2C=CC=CC=2)[P](C2C=CC=CC=2)(C2C=CC=CC=2)C2C=CC=CC=2)(C2C=CC=CC=2)C2C=CC=CC=2)=CC=1. The product is [F:1][C:2]1[CH:3]=[C:4]([C:18]2[CH:26]=[CH:25][C:21]([C:22]([OH:24])=[O:23])=[CH:20][N:19]=2)[CH:5]=[CH:6][CH:7]=1. The yield is 0.970. (5) The reactants are C[O:2][C:3](=O)[C:4]1[CH:9]=[CH:8][C:7]([O:10][CH3:11])=[N:6][CH:5]=1.[H-].COCCO[Al+]OCCOC.[Na+].[H-].[OH-].[Na+]. The catalyst is COC(C)(C)C. The product is [CH3:11][O:10][C:7]1[N:6]=[CH:5][C:4]([CH2:3][OH:2])=[CH:9][CH:8]=1. The yield is 1.00. (6) The reactants are [CH3:1][S:2]([C:5]1[CH:10]=[CH:9][C:8]([CH2:11][C:12]([OH:14])=[O:13])=[CH:7][CH:6]=1)(=[O:4])=[O:3].S(=O)(=O)(O)O.[CH3:20]O. No catalyst specified. The product is [CH3:20][O:13][C:12](=[O:14])[CH2:11][C:8]1[CH:7]=[CH:6][C:5]([S:2]([CH3:1])(=[O:3])=[O:4])=[CH:10][CH:9]=1. The yield is 0.980. (7) The yield is 0.910. The product is [ClH:29].[ClH:29].[NH2:1][C:2]1[N:3]=[C:4]([CH3:24])[N:5]=[C:6]([OH:23])[C:7]=1[CH2:8][CH2:9][CH:10]1[CH2:15][CH2:14][NH:13][CH2:12][CH2:11]1. The catalyst is C1COCC1. The reactants are [NH2:1][C:2]1[C:7]([CH2:8][CH2:9][CH:10]2[CH2:15][CH2:14][N:13](C(OC(C)(C)C)=O)[CH2:12][CH2:11]2)=[C:6]([OH:23])[N:5]=[C:4]([CH3:24])[N:3]=1.CC(O)C.[ClH:29].